This data is from Catalyst prediction with 721,799 reactions and 888 catalyst types from USPTO. The task is: Predict which catalyst facilitates the given reaction. (1) Reactant: [CH2:1]([O:8][C:9]([NH:11][CH2:12][CH2:13][O:14][NH:15][C:16]([C@@H:18]1[CH2:23][CH2:22][C@@H:21]([NH:24][O:25][CH2:26][C:27]2[CH:32]=[CH:31][CH:30]=[CH:29][CH:28]=2)[CH2:20][N:19]1C(OC(C)(C)C)=O)=[O:17])=[O:10])[C:2]1[CH:7]=[CH:6][CH:5]=[CH:4][CH:3]=1.Cl. Product: [CH2:1]([O:8][C:9]([NH:11][CH2:12][CH2:13][O:14][NH:15][C:16]([C@@H:18]1[CH2:23][CH2:22][C@@H:21]([NH:24][O:25][CH2:26][C:27]2[CH:32]=[CH:31][CH:30]=[CH:29][CH:28]=2)[CH2:20][NH:19]1)=[O:17])=[O:10])[C:2]1[CH:7]=[CH:6][CH:5]=[CH:4][CH:3]=1. The catalyst class is: 12. (2) Product: [Br:16][C:17]1[CH:22]=[CH:21][CH:20]=[CH:19][C:18]=1[CH2:23][C:2]([CH3:4])([CH3:3])[C:1]#[N:5]. The catalyst class is: 1. Reactant: [C:1](#[N:5])[CH:2]([CH3:4])[CH3:3].[Li+].C[Si]([N-][Si](C)(C)C)(C)C.[Br:16][C:17]1[CH:22]=[CH:21][CH:20]=[CH:19][C:18]=1[CH2:23]Br. (3) Reactant: [N:1]1([C:10]([O:12][C:13]([CH3:16])([CH3:15])[CH3:14])=[O:11])[CH2:5][CH2:4][CH2:3][CH:2]1[C:6](OC)=[O:7].CC(C[AlH]CC(C)C)C. Product: [CH:6]([CH:2]1[CH2:3][CH2:4][CH2:5][N:1]1[C:10]([O:12][C:13]([CH3:16])([CH3:15])[CH3:14])=[O:11])=[O:7]. The catalyst class is: 11. (4) Reactant: CC[CH2:3][CH2:4][CH2:5][CH2:6][CH2:7][CH2:8][CH2:9][CH2:10][CH2:11][CH2:12]OS([O-])(=O)=O.[Na+].[C:19]([O:24][CH3:25])(=[O:23])[C:20]([CH3:22])=[CH2:21].[C:26]([O:31]CC[O:31][C:26](=[O:30])[C:27]([CH3:29])=[CH2:28])(=[O:30])[C:27]([CH3:29])=[CH2:28].C(O)(=O)C(C)=C.S(OOS([O-])(=O)=O)([O-])(=O)=O.[Na+].[Na+]. The catalyst class is: 6. Product: [C:19]([O:24][CH3:25])(=[O:23])[C:20]([CH3:22])=[CH2:21].[CH:11]([C:10]1[CH:9]=[CH:8][CH:7]=[CH:6][C:5]=1[CH:4]=[CH2:3])=[CH2:12].[C:26]([OH:31])(=[O:30])[C:27]([CH3:29])=[CH2:28]. (5) Reactant: C([O:3][C:4]([C:6]1([S:15]([C:18]2[CH:23]=[CH:22][C:21]([O:24][CH3:25])=[CH:20][CH:19]=2)(=[O:17])=[O:16])[CH2:11][CH2:10][N:9]([CH:12]([CH3:14])[CH3:13])[CH2:8][CH2:7]1)=[O:5])C. Product: [CH:12]([N:9]1[CH2:10][CH2:11][C:6]([S:15]([C:18]2[CH:19]=[CH:20][C:21]([O:24][CH3:25])=[CH:22][CH:23]=2)(=[O:17])=[O:16])([C:4]([OH:5])=[O:3])[CH2:7][CH2:8]1)([CH3:14])[CH3:13]. The catalyst class is: 273. (6) Reactant: [Cl:1][C:2]1[CH:7]=[CH:6][N:5]([C@H:8]([CH:10]([CH3:12])[CH3:11])[CH3:9])[C:4](=[O:13])[C:3]=1[C:14]#[N:15].[Br:16]N1C(=O)CCC1=O.O. Product: [Br:16][C:7]1[C:2]([Cl:1])=[C:3]([C:14]#[N:15])[C:4](=[O:13])[N:5]([C@H:8]([CH:10]([CH3:11])[CH3:12])[CH3:9])[CH:6]=1. The catalyst class is: 9.